This data is from Peptide-MHC class I binding affinity with 185,985 pairs from IEDB/IMGT. The task is: Regression. Given a peptide amino acid sequence and an MHC pseudo amino acid sequence, predict their binding affinity value. This is MHC class I binding data. The peptide sequence is IYYLEKANK. The MHC is HLA-B35:01 with pseudo-sequence HLA-B35:01. The binding affinity (normalized) is 0.0847.